Dataset: CYP2D6 inhibition data for predicting drug metabolism from PubChem BioAssay. Task: Regression/Classification. Given a drug SMILES string, predict its absorption, distribution, metabolism, or excretion properties. Task type varies by dataset: regression for continuous measurements (e.g., permeability, clearance, half-life) or binary classification for categorical outcomes (e.g., BBB penetration, CYP inhibition). Dataset: cyp2d6_veith. (1) The molecule is O=C1/C(=N\O)Cc2ccccc21. The result is 0 (non-inhibitor). (2) The drug is COc1ccc2[nH]cc(CCNc3nc(-c4c(C)noc4C)nc4ccccc34)c2c1. The result is 1 (inhibitor). (3) The result is 0 (non-inhibitor). The compound is O=c1c(CCc2ccccc2)nc2cnc(N3CCOCC3)nc2n1Cc1ccc(F)cc1. (4) The molecule is CC(C)C1NC(=S)N(Cc2ccccc2)C1=O. The result is 0 (non-inhibitor). (5) The molecule is Br.CC1(C(=O)CSc2nc3ccccc3s2)CCC(=O)O1. The result is 0 (non-inhibitor). (6) The molecule is O=C1CN(/N=C\c2ccc([N+](=O)[O-])o2)C(=O)N1. The result is 0 (non-inhibitor). (7) The compound is O=C1C[C@H]2OCC=C3CN4CC[C@]5(C(=O)O)[C@@H]4C[C@@H]3[C@@H]2[C@H]5N1. The result is 0 (non-inhibitor). (8) The molecule is Cc1cnc(CNc2cc(-c3ccccc3Cl)ncn2)cn1. The result is 0 (non-inhibitor). (9) The molecule is C=C[C@@]12CN(C)[C@@H]3[C@@H]4CO[C@H](C[C@@H]41)[C@]1(C(=O)Nc4ccccc41)[C@H]32. The result is 0 (non-inhibitor).